From a dataset of Catalyst prediction with 721,799 reactions and 888 catalyst types from USPTO. Predict which catalyst facilitates the given reaction. Reactant: I[C:2]1[N:3]=[CH:4][N:5](S(C2C=CC(C)=CC=2)(=O)=O)[CH:6]=1.[CH3:17][N:18]1[C:22]([CH2:23][CH2:24][C:25]2[CH:30]=[CH:29][C:28]([C:31]([F:34])([F:33])[F:32])=[CH:27][CH:26]=2)=[C:21](B2OC(C)(C)C(C)(C)O2)[CH:20]=[N:19]1.C(=O)([O-])[O-].[Na+].[Na+].C(O)C. The catalyst class is: 226. Product: [NH:3]1[CH:2]=[C:6]([C:21]2[CH:20]=[N:19][N:18]([CH3:17])[C:22]=2[CH2:23][CH2:24][C:25]2[CH:26]=[CH:27][C:28]([C:31]([F:32])([F:33])[F:34])=[CH:29][CH:30]=2)[N:5]=[CH:4]1.